From a dataset of Reaction yield outcomes from USPTO patents with 853,638 reactions. Predict the reaction yield, written as a fraction of the theoretical maximum amount of product (1.0 means a 100% yield; for example, 0.34 means a 34% yield). (1) The reactants are [NH:1]1[C:9]2[C:4](=[CH:5][CH:6]=[C:7]([CH2:10][N:11]([C:26]3[N:27]=[CH:28][C:29]4[C:34]([C:35]=3[CH3:36])=[CH:33][CH:32]=[CH:31][CH:30]=4)[S:12]([C:15]3[CH:25]=[CH:24][C:18]([C:19]([O:21][CH2:22][CH3:23])=[O:20])=[CH:17][CH:16]=3)(=[O:14])=[O:13])[CH:8]=2)[CH:3]=[CH:2]1.[Cl:37]N1C(=O)CCC1=O. The catalyst is O1CCCC1. The product is [Cl:37][C:3]1[C:4]2[C:9](=[CH:8][C:7]([CH2:10][N:11]([C:26]3[N:27]=[CH:28][C:29]4[C:34]([C:35]=3[CH3:36])=[CH:33][CH:32]=[CH:31][CH:30]=4)[S:12]([C:15]3[CH:16]=[CH:17][C:18]([C:19]([O:21][CH2:22][CH3:23])=[O:20])=[CH:24][CH:25]=3)(=[O:14])=[O:13])=[CH:6][CH:5]=2)[NH:1][CH:2]=1. The yield is 0.650. (2) The reactants are [CH3:1][C:2]1[N:6]([CH2:7][O:8][CH2:9][CH2:10][Si:11]([CH3:14])([CH3:13])[CH3:12])[CH:5]=[N:4][CH:3]=1.[Li]CCCC.C([C:22]([O:24][CH2:25][CH3:26])=[O:23])#N. The catalyst is C1COCC1.CCOC(C)=O. The product is [CH2:25]([O:24][C:22]([C:5]1[N:6]([CH2:7][O:8][CH2:9][CH2:10][Si:11]([CH3:13])([CH3:12])[CH3:14])[C:2]([CH3:1])=[CH:3][N:4]=1)=[O:23])[CH3:26]. The yield is 0.380. (3) The reactants are [F:1][C:2]1[C:7]([O:8][CH2:9][CH2:10][O:11][CH3:12])=[CH:6][N:5]=[C:4]2[NH:13][CH:14]=[CH:15][C:3]=12.[N+:16]([O-])([OH:18])=[O:17]. No catalyst specified. The product is [F:1][C:2]1[C:7]([O:8][CH2:9][CH2:10][O:11][CH3:12])=[CH:6][N:5]=[C:4]2[NH:13][CH:14]=[C:15]([N+:16]([O-:18])=[O:17])[C:3]=12. The yield is 0.670.